Task: Regression. Given two drug SMILES strings and cell line genomic features, predict the synergy score measuring deviation from expected non-interaction effect.. Dataset: NCI-60 drug combinations with 297,098 pairs across 59 cell lines (1) Drug 1: CC1OCC2C(O1)C(C(C(O2)OC3C4COC(=O)C4C(C5=CC6=C(C=C35)OCO6)C7=CC(=C(C(=C7)OC)O)OC)O)O. Drug 2: C1CC(C1)(C(=O)O)C(=O)O.[NH2-].[NH2-].[Pt+2]. Cell line: HL-60(TB). Synergy scores: CSS=68.7, Synergy_ZIP=-2.74, Synergy_Bliss=-4.12, Synergy_Loewe=-4.33, Synergy_HSA=-2.30. (2) Drug 1: C1CNP(=O)(OC1)N(CCCl)CCCl. Drug 2: N.N.Cl[Pt+2]Cl. Cell line: UO-31. Synergy scores: CSS=25.6, Synergy_ZIP=-8.09, Synergy_Bliss=-1.45, Synergy_Loewe=-35.3, Synergy_HSA=-0.791. (3) Cell line: TK-10. Synergy scores: CSS=-1.63, Synergy_ZIP=-1.22, Synergy_Bliss=-1.49, Synergy_Loewe=-7.06, Synergy_HSA=-2.98. Drug 1: C1CCC(CC1)NC(=O)N(CCCl)N=O. Drug 2: CC1=CC=C(C=C1)C2=CC(=NN2C3=CC=C(C=C3)S(=O)(=O)N)C(F)(F)F. (4) Drug 1: CC1=C2C(C(=O)C3(C(CC4C(C3C(C(C2(C)C)(CC1OC(=O)C(C(C5=CC=CC=C5)NC(=O)OC(C)(C)C)O)O)OC(=O)C6=CC=CC=C6)(CO4)OC(=O)C)OC)C)OC. Drug 2: CC1=C(C(=O)C2=C(C1=O)N3CC4C(C3(C2COC(=O)N)OC)N4)N. Cell line: RPMI-8226. Synergy scores: CSS=83.5, Synergy_ZIP=6.70, Synergy_Bliss=5.80, Synergy_Loewe=0.783, Synergy_HSA=8.85. (5) Drug 1: CC1C(C(CC(O1)OC2CC(CC3=C2C(=C4C(=C3O)C(=O)C5=C(C4=O)C(=CC=C5)OC)O)(C(=O)C)O)N)O.Cl. Drug 2: CCN(CC)CCCC(C)NC1=C2C=C(C=CC2=NC3=C1C=CC(=C3)Cl)OC. Cell line: MALME-3M. Synergy scores: CSS=46.1, Synergy_ZIP=14.5, Synergy_Bliss=20.1, Synergy_Loewe=9.98, Synergy_HSA=18.7. (6) Drug 1: CC=C1C(=O)NC(C(=O)OC2CC(=O)NC(C(=O)NC(CSSCCC=C2)C(=O)N1)C(C)C)C(C)C. Drug 2: CC1C(C(CC(O1)OC2CC(CC3=C2C(=C4C(=C3O)C(=O)C5=C(C4=O)C(=CC=C5)OC)O)(C(=O)CO)O)N)O.Cl. Cell line: BT-549. Synergy scores: CSS=43.4, Synergy_ZIP=-3.61, Synergy_Bliss=-3.98, Synergy_Loewe=-10.7, Synergy_HSA=-1.25. (7) Drug 1: CCC1(CC2CC(C3=C(CCN(C2)C1)C4=CC=CC=C4N3)(C5=C(C=C6C(=C5)C78CCN9C7C(C=CC9)(C(C(C8N6C=O)(C(=O)OC)O)OC(=O)C)CC)OC)C(=O)OC)O.OS(=O)(=O)O. Drug 2: CC1=C(C=C(C=C1)NC(=O)C2=CC=C(C=C2)CN3CCN(CC3)C)NC4=NC=CC(=N4)C5=CN=CC=C5. Cell line: M14. Synergy scores: CSS=-9.32, Synergy_ZIP=2.53, Synergy_Bliss=0.0839, Synergy_Loewe=-15.2, Synergy_HSA=-7.40.